This data is from Full USPTO retrosynthesis dataset with 1.9M reactions from patents (1976-2016). The task is: Predict the reactants needed to synthesize the given product. Given the product [Cl:19][C:20]1[CH:25]=[CH:24][C:23]([S:26]([NH:9][C@H:8]([CH3:10])[C:7]([O:6][C:2]([CH3:5])([CH3:4])[CH3:3])=[O:11])(=[O:28])=[O:27])=[CH:22][CH:21]=1, predict the reactants needed to synthesize it. The reactants are: Cl.[C:2]([O:6][C:7](=[O:11])[C@@H:8]([CH3:10])[NH2:9])([CH3:5])([CH3:4])[CH3:3].C(N(CC)CC)C.[Cl:19][C:20]1[CH:25]=[CH:24][C:23]([S:26](Cl)(=[O:28])=[O:27])=[CH:22][CH:21]=1.